From a dataset of Full USPTO retrosynthesis dataset with 1.9M reactions from patents (1976-2016). Predict the reactants needed to synthesize the given product. (1) Given the product [CH2:2]([N:4]([CH2:9][C:10]1[C:15]([NH2:16])=[CH:14][CH:13]=[C:12]([Cl:19])[C:11]=1[Cl:20])[CH2:5][C:6]([OH:8])=[O:7])[CH3:3], predict the reactants needed to synthesize it. The reactants are: Cl.[CH2:2]([N:4]([CH2:9][C:10]1[C:15]([N+:16]([O-])=O)=[CH:14][CH:13]=[C:12]([Cl:19])[C:11]=1[Cl:20])[CH2:5][C:6]([OH:8])=[O:7])[CH3:3]. (2) Given the product [CH2:1]([O:3][C:4]1[CH:9]=[C:8]([CH2:10][Br:12])[CH:7]=[CH:6][N:5]=1)[CH3:2], predict the reactants needed to synthesize it. The reactants are: [CH2:1]([O:3][C:4]1[CH:9]=[C:8]([CH2:10]O)[CH:7]=[CH:6][N:5]=1)[CH3:2].[Br:12]P(Br)(C1C=CC=CC=1)(C1C=CC=CC=1)C1C=CC=CC=1. (3) Given the product [C:1]1([O:11][CH2:12][CH:14]2[CH2:15][O:16]2)[C:10]2[C:5](=[CH:6][CH:7]=[CH:8][CH:9]=2)[CH:4]=[CH:3][CH:2]=1, predict the reactants needed to synthesize it. The reactants are: [C:1]1([OH:11])[C:10]2[C:5](=[CH:6][CH:7]=[CH:8][CH:9]=2)[CH:4]=[CH:3][CH:2]=1.[CH2:12]([CH:14]1[O:16][CH2:15]1)Cl. (4) Given the product [O:33]1[C:34]2[CH:40]=[CH:39][CH:38]=[CH:37][C:35]=2[N:36]=[C:32]1[NH:1][C:2]1[CH:7]=[CH:6][C:5]([C:8]2[CH:9]=[CH:10][C:11]([C:14](=[O:30])[CH2:15][CH:16]([CH2:22][CH2:23][C:24]3[CH:25]=[CH:26][CH:27]=[CH:28][CH:29]=3)[C:17]([OH:19])=[O:18])=[CH:12][CH:13]=2)=[CH:4][CH:3]=1, predict the reactants needed to synthesize it. The reactants are: [NH2:1][C:2]1[CH:7]=[CH:6][C:5]([C:8]2[CH:13]=[CH:12][C:11]([C:14](=[O:30])[CH2:15][CH:16]([CH2:22][CH2:23][C:24]3[CH:29]=[CH:28][CH:27]=[CH:26][CH:25]=3)[C:17]([O:19]CC)=[O:18])=[CH:10][CH:9]=2)=[CH:4][CH:3]=1.Cl[C:32]1[O:33][C:34]2[CH:40]=[CH:39][CH:38]=[CH:37][C:35]=2[N:36]=1.[OH-].[Na+].